Dataset: TCR-epitope binding with 47,182 pairs between 192 epitopes and 23,139 TCRs. Task: Binary Classification. Given a T-cell receptor sequence (or CDR3 region) and an epitope sequence, predict whether binding occurs between them. (1) The epitope is SGPLKAEIAQRLED. The TCR CDR3 sequence is CSAASDGPDTQYF. Result: 1 (the TCR binds to the epitope). (2) The epitope is FLPRVFSAV. The TCR CDR3 sequence is CASSQEVPTEGGEQYF. Result: 1 (the TCR binds to the epitope). (3) The epitope is SLYNTVATL. Result: 1 (the TCR binds to the epitope). The TCR CDR3 sequence is CASSYSTSGSTDTQYF. (4) The epitope is KPLEFGATSAAL. The TCR CDR3 sequence is CASSEGQGTDTEAFF. Result: 0 (the TCR does not bind to the epitope). (5) The epitope is AYILFTRFFYV. The TCR CDR3 sequence is CSVEGLPGLYPGELFF. Result: 1 (the TCR binds to the epitope). (6) The epitope is GTSGSPIVNR. The TCR CDR3 sequence is CASSPRGDGWEQYF. Result: 1 (the TCR binds to the epitope). (7) Result: 1 (the TCR binds to the epitope). The TCR CDR3 sequence is CASREGGNEAFF. The epitope is ELAGIGILTV.